Predict the product of the given reaction. From a dataset of Forward reaction prediction with 1.9M reactions from USPTO patents (1976-2016). (1) Given the reactants [Cl:1][C:2]1[C:3]([C:9]2[N:14]=[C:13]([NH:15][CH2:16][CH:17]3[CH2:22][CH2:21][O:20][CH2:19][CH2:18]3)[CH:12]=[N:11][C:10]=2[C:23]([F:26])([F:25])[F:24])=[CH:4][C:5](F)=[N:6][CH:7]=1.[C@H:27]1([NH2:34])[CH2:32][CH2:31][C@H:30]([NH2:33])[CH2:29][CH2:28]1, predict the reaction product. The product is: [Cl:1][C:2]1[C:3]([C:9]2[C:10]([C:23]([F:26])([F:25])[F:24])=[N:11][CH:12]=[C:13]([NH:15][CH2:16][CH:17]3[CH2:22][CH2:21][O:20][CH2:19][CH2:18]3)[N:14]=2)=[CH:4][C:5]([NH:33][C@H:30]2[CH2:31][CH2:32][C@H:27]([NH2:34])[CH2:28][CH2:29]2)=[N:6][CH:7]=1. (2) Given the reactants [C:1]([O:8][CH3:9])(=[O:7])[CH2:2][CH2:3][CH2:4][CH:5]=C.N1C(C)=CC=CC=1C.C(Cl)Cl.[O:21]1CCOCC1, predict the reaction product. The product is: [O:21]=[CH:5][CH2:4][CH2:3][CH2:2][C:1]([O:8][CH3:9])=[O:7].